From a dataset of M1 muscarinic receptor antagonist screen with 61,756 compounds. Binary Classification. Given a drug SMILES string, predict its activity (active/inactive) in a high-throughput screening assay against a specified biological target. The compound is O=C(NCCn1c2c(cc1C)cccc2)C1CCCC1. The result is 0 (inactive).